This data is from Peptide-MHC class II binding affinity with 134,281 pairs from IEDB. The task is: Regression. Given a peptide amino acid sequence and an MHC pseudo amino acid sequence, predict their binding affinity value. This is MHC class II binding data. The peptide sequence is QPQQPQQSFPQQQRP. The MHC is HLA-DQA10501-DQB10201 with pseudo-sequence HLA-DQA10501-DQB10201. The binding affinity (normalized) is 0.362.